This data is from Catalyst prediction with 721,799 reactions and 888 catalyst types from USPTO. The task is: Predict which catalyst facilitates the given reaction. (1) Reactant: [C:1]([C:5]1[CH:37]=[CH:36][C:8]([CH2:9][N:10]([CH2:34][CH3:35])[C:11](=[O:33])[CH2:12][O:13][C:14]2[CH:19]=[CH:18][C:17]([CH2:20][CH2:21][O:22][C:23]3[CH:32]=[CH:31][CH:30]=[CH:29][C:24]=3[C:25]([O:27]C)=[O:26])=[CH:16][CH:15]=2)=[CH:7][CH:6]=1)([CH3:4])([CH3:3])[CH3:2].O. Product: [C:1]([C:5]1[CH:6]=[CH:7][C:8]([CH2:9][N:10]([CH2:34][CH3:35])[C:11](=[O:33])[CH2:12][O:13][C:14]2[CH:19]=[CH:18][C:17]([CH2:20][CH2:21][O:22][C:23]3[CH:32]=[CH:31][CH:30]=[CH:29][C:24]=3[C:25]([OH:27])=[O:26])=[CH:16][CH:15]=2)=[CH:36][CH:37]=1)([CH3:3])([CH3:2])[CH3:4]. The catalyst class is: 1. (2) Reactant: [CH3:1][C:2]1[CH:22]=[CH:21][C:5]([CH2:6][NH:7][C:8]([CH:10]2[CH2:13][N:12](C(OC(C)(C)C)=O)[CH2:11]2)=[O:9])=[CH:4][CH:3]=1. Product: [CH3:1][C:2]1[CH:3]=[CH:4][C:5]([CH2:6][NH:7][C:8]([CH:10]2[CH2:13][NH:12][CH2:11]2)=[O:9])=[CH:21][CH:22]=1. The catalyst class is: 89. (3) Reactant: FC(F)(F)C(O)=O.[Cl:8][C:9]1[CH:10]=[CH:11][C:12]([N:42]2[CH:46]=[C:45]([Cl:47])[N:44]=[N:43]2)=[C:13]([C:15]2[N:16]=[CH:17][N:18]([C@@H:22]3[C:38]4[CH:39]=[C:34]([CH:35]=[CH:36][N:37]=4)[C:33]4[NH:32][N:31]=[CH:30][C:29]=4[NH:28][C:27](=[O:40])[C@H:26]([CH3:41])[CH2:25][CH2:24][CH2:23]3)[C:19](=[O:21])[CH:20]=2)[CH:14]=1.N1C=CC=CC=1.[CH3:54][S:55](Cl)(=[O:57])=[O:56]. Product: [Cl:8][C:9]1[CH:10]=[CH:11][C:12]([N:42]2[CH:46]=[C:45]([Cl:47])[N:44]=[N:43]2)=[C:13]([C:15]2[N:16]=[CH:17][N:18]([C@@H:22]3[C:38]4[CH:39]=[C:34]([CH:35]=[CH:36][N:37]=4)[C:33]4[N:32]([S:55]([CH3:54])(=[O:57])=[O:56])[N:31]=[CH:30][C:29]=4[NH:28][C:27](=[O:40])[C@H:26]([CH3:41])[CH2:25][CH2:24][CH2:23]3)[C:19](=[O:21])[CH:20]=2)[CH:14]=1. The catalyst class is: 25.